From a dataset of Full USPTO retrosynthesis dataset with 1.9M reactions from patents (1976-2016). Predict the reactants needed to synthesize the given product. Given the product [Cl:1][C:2]1[CH:10]=[CH:9][C:5]([C:6]([N:35]([CH3:37])[CH3:36])=[O:7])=[CH:4][C:3]=1[C:11]1[O:15][N:14]=[C:13]([CH2:16][N:17]2[C:25]3[C:20](=[C:21]([C:28]([F:29])([F:30])[F:31])[C:22]([C:26]#[N:27])=[CH:23][CH:24]=3)[CH:19]=[C:18]2[CH2:32][CH2:33][CH3:34])[N:12]=1, predict the reactants needed to synthesize it. The reactants are: [Cl:1][C:2]1[CH:10]=[CH:9][C:5]([C:6](Cl)=[O:7])=[CH:4][C:3]=1[C:11]1[O:15][N:14]=[C:13]([CH2:16][N:17]2[C:25]3[C:20](=[C:21]([C:28]([F:31])([F:30])[F:29])[C:22]([C:26]#[N:27])=[CH:23][CH:24]=3)[CH:19]=[C:18]2[CH2:32][CH2:33][CH3:34])[N:12]=1.[NH:35]([CH3:37])[CH3:36].